Task: Predict the reactants needed to synthesize the given product.. Dataset: Full USPTO retrosynthesis dataset with 1.9M reactions from patents (1976-2016) (1) The reactants are: CON(C)[C:4](=[O:14])[CH2:5][NH:6][C:7](=[O:13])[O:8][C:9]([CH3:12])([CH3:11])[CH3:10].[CH:16]([Mg]Cl)([CH3:18])[CH3:17].C1([Mg]Br)CC1. Given the product [CH:16]1([C:4](=[O:14])[CH2:5][NH:6][C:7](=[O:13])[O:8][C:9]([CH3:10])([CH3:11])[CH3:12])[CH2:18][CH2:17]1, predict the reactants needed to synthesize it. (2) Given the product [C:2](=[O:3])([O:8][CH2:7][C:6]([F:10])([F:9])[F:5])[O:4][CH3:12], predict the reactants needed to synthesize it. The reactants are: Cl[C:2]([O-:4])=[O:3].[F:5][C:6]([F:10])([F:9])[CH2:7][OH:8].N1C=CC=C[CH:12]=1.